This data is from NCI-60 drug combinations with 297,098 pairs across 59 cell lines. The task is: Regression. Given two drug SMILES strings and cell line genomic features, predict the synergy score measuring deviation from expected non-interaction effect. Drug 1: C1=NC2=C(N=C(N=C2N1C3C(C(C(O3)CO)O)O)F)N. Drug 2: CC(C)NC(=O)C1=CC=C(C=C1)CNNC.Cl. Cell line: PC-3. Synergy scores: CSS=3.60, Synergy_ZIP=-4.09, Synergy_Bliss=-2.03, Synergy_Loewe=-0.904, Synergy_HSA=-0.485.